From a dataset of Reaction yield outcomes from USPTO patents with 853,638 reactions. Predict the reaction yield, written as a fraction of the theoretical maximum amount of product (1.0 means a 100% yield; for example, 0.34 means a 34% yield). (1) The reactants are [F:1][C:2]([F:15])([F:14])[C:3]1[CH:4]=[CH:5][C:6]2[N:7]([CH:9]=[C:10]([CH:12]=[O:13])[N:11]=2)[CH:8]=1.[CH:16]1([Mg]Br)[CH2:21][CH2:20][CH2:19][CH2:18][CH2:17]1.[Cl-].[NH4+]. The catalyst is O1CCCC1. The product is [CH:16]1([CH:12]([C:10]2[N:11]=[C:6]3[CH:5]=[CH:4][C:3]([C:2]([F:1])([F:14])[F:15])=[CH:8][N:7]3[CH:9]=2)[OH:13])[CH2:21][CH2:20][CH2:19][CH2:18][CH2:17]1. The yield is 0.300. (2) The catalyst is C1COCC1.C(OCC)(=O)C. The reactants are [O:1]1[CH2:5][CH2:4][C@H:3]([CH2:6][CH2:7][OH:8])[CH2:2]1.C(N(CC)CC)C.[CH3:16][S:17](Cl)(=[O:19])=[O:18]. The yield is 1.00. The product is [CH3:16][S:17]([O:8][CH2:7][CH2:6][C@H:3]1[CH2:4][CH2:5][O:1][CH2:2]1)(=[O:19])=[O:18]. (3) The reactants are [F:1][C:2]1[CH:23]=[CH:22][C:5](/[CH:6]=[C:7]2/[C:8](=[O:21])[N:9]=[C:10]([N:12]3[CH2:17][CH2:16]N(CCO)CC3)[S:11]/2)=[C:4]([OH:24])[CH:3]=1.C(=O)([O-])[O-].[K+].[K+].[NH2:31][C@H:32]1[CH2:36][CH2:35][N:34](C(Cl)=O)[CH2:33]1.[C:40](#[N:42])[CH3:41]. No catalyst specified. The product is [F:1][C:2]1[CH:23]=[CH:22][C:5](/[C:6](/[NH:31][C@H:32]2[CH2:36][CH2:35][NH:34][CH2:33]2)=[C:7]2\[C:8](=[O:21])[N:9]=[C:10]([N:12]3[CH2:17][CH2:16][CH2:41][CH2:40][NH:42]3)[S:11]\2)=[C:4]([OH:24])[CH:3]=1. The yield is 0.590. (4) The reactants are [Cl:1][C:2]1[CH:9]=[CH:8][C:5]([CH:6]=O)=[CH:4][N:3]=1.[CH3:10][N:11]1[CH2:16][CH2:15][NH:14][CH2:13][CH2:12]1.C(O)(=O)C.C(O[BH-](OC(=O)C)OC(=O)C)(=O)C.[Na+]. The catalyst is C(Cl)Cl.O. The product is [Cl:1][C:2]1[N:3]=[CH:4][C:5]([CH2:6][N:14]2[CH2:15][CH2:16][N:11]([CH3:10])[CH2:12][CH2:13]2)=[CH:8][CH:9]=1. The yield is 0.850. (5) The reactants are [S:1]1[CH:5]=[CH:4][N:3]=[C:2]1[SH:6].[CH:7](O)([CH3:9])[CH3:8].C1(P(C2C=CC=CC=2)C2C=CC=CC=2)C=CC=CC=1.CCOC(/N=N/C(OCC)=O)=O. The catalyst is C1COCC1. The product is [CH:7]([S:6][C:2]1[S:1][CH:5]=[CH:4][N:3]=1)([CH3:9])[CH3:8]. The yield is 0.640. (6) The reactants are [N+:1]([C:4]1[C:12]2[C:11]3[CH:13]=[CH:14][CH:15]=[CH:16][C:10]=3[O:9][C:8]=2[C:7]([OH:17])=[CH:6][CH:5]=1)([O-:3])=[O:2].C(N(CC)CC)C.[S:25](O[S:25]([C:28]([F:31])([F:30])[F:29])(=[O:27])=[O:26])([C:28]([F:31])([F:30])[F:29])(=[O:27])=[O:26]. The catalyst is C(Cl)Cl. The product is [N+:1]([C:4]1[C:12]2[C:11]3[CH:13]=[CH:14][CH:15]=[CH:16][C:10]=3[O:9][C:8]=2[C:7]([O:17][S:25]([C:28]([F:31])([F:30])[F:29])(=[O:27])=[O:26])=[CH:6][CH:5]=1)([O-:3])=[O:2]. The yield is 0.940. (7) The reactants are [Br:1][C:2]1[CH:12]=[C:6]([C:7]([O:9][CH2:10][CH3:11])=[O:8])[C:5]([OH:13])=[CH:4][CH:3]=1.Cl[C:15]1[C:24]2[C:19](=[CH:20][C:21]([O:27][CH3:28])=[C:22]([O:25][CH3:26])[CH:23]=2)[N:18]=[CH:17][CH:16]=1. The catalyst is CN(C)C1C=CN=CC=1.ClC1C=CC=CC=1Cl. The product is [Br:1][C:2]1[CH:3]=[CH:4][C:5]([O:13][C:15]2[C:24]3[C:19](=[CH:20][C:21]([O:27][CH3:28])=[C:22]([O:25][CH3:26])[CH:23]=3)[N:18]=[CH:17][CH:16]=2)=[C:6]([CH:12]=1)[C:7]([O:9][CH2:10][CH3:11])=[O:8]. The yield is 0.0800. (8) The reactants are Br[C:2]1[CH:11]=[CH:10][C:9](OC)=[CH:8][C:3]=1C(OC)=O.Cl[C:15]1[CH:19]=[C:18]([C:20]2[CH:25]=[CH:24][CH:23]=[CH:22][CH:21]=2)[S:17][C:16]=1[C:26]([O:28][CH3:29])=[O:27]. No catalyst specified. The product is [C:2]1([C:15]2[CH:19]=[C:18]([C:20]3[CH:25]=[CH:24][CH:23]=[CH:22][CH:21]=3)[S:17][C:16]=2[C:26]([O:28][CH3:29])=[O:27])[CH:11]=[CH:10][CH:9]=[CH:8][CH:3]=1. The yield is 0.900.